Dataset: Peptide-MHC class I binding affinity with 185,985 pairs from IEDB/IMGT. Task: Regression. Given a peptide amino acid sequence and an MHC pseudo amino acid sequence, predict their binding affinity value. This is MHC class I binding data. The peptide sequence is RMYIFFASF. The MHC is HLA-A23:01 with pseudo-sequence HLA-A23:01. The binding affinity (normalized) is 0.601.